Task: Predict the reactants needed to synthesize the given product.. Dataset: Full USPTO retrosynthesis dataset with 1.9M reactions from patents (1976-2016) Given the product [F:6][C:7]1[CH:12]=[CH:11][CH:10]=[C:9]([F:13])[C:8]=1[C@H:14]1[CH2:20][N:19]2[C:21]([C:24]([O:27][CH3:36])([CH3:26])[CH3:25])=[CH:22][N:23]=[C:18]2[C@H:17]([NH2:28])[CH2:16][CH2:15]1, predict the reactants needed to synthesize it. The reactants are: S(=O)(=O)(O)O.[F:6][C:7]1[CH:12]=[CH:11][CH:10]=[C:9]([F:13])[C:8]=1[C@H:14]1[CH2:20][N:19]2[C:21]([C:24]([OH:27])([CH3:26])[CH3:25])=[CH:22][N:23]=[C:18]2[C@H:17]([NH:28]C(=O)OC(C)(C)C)[CH2:16][CH2:15]1.[CH3:36]O.